This data is from Forward reaction prediction with 1.9M reactions from USPTO patents (1976-2016). The task is: Predict the product of the given reaction. (1) The product is: [NH2:24][C:2]1[C:11]([C:12]([C:14]2[CH:19]=[CH:18][CH:17]=[CH:16][C:15]=2[O:20][CH3:21])=[O:13])=[CH:10][C:9]2[C:4](=[CH:5][CH:6]=[C:7]([O:22][CH3:23])[CH:8]=2)[N:3]=1. Given the reactants Cl[C:2]1[C:11]([C:12]([C:14]2[CH:19]=[CH:18][CH:17]=[CH:16][C:15]=2[O:20][CH3:21])=[O:13])=[CH:10][C:9]2[C:4](=[CH:5][CH:6]=[C:7]([O:22][CH3:23])[CH:8]=2)[N:3]=1.[NH3:24], predict the reaction product. (2) The product is: [CH3:12][NH:13][C:3]1[CH:8]=[CH:7][N:6]=[CH:5][C:4]=1[N+:9]([O-:11])=[O:10]. Given the reactants CO[C:3]1[CH:8]=[CH:7][N:6]=[CH:5][C:4]=1[N+:9]([O-:11])=[O:10].[CH3:12][NH2:13], predict the reaction product. (3) Given the reactants S(=O)(=O)(O)O.[Br:6][C:7]1[CH:23]=[CH:22][C:10]([O:11][C:12]2[CH:20]=[C:19]([CH3:21])[CH:18]=[CH:17][C:13]=2[C:14]([OH:16])=O)=[CH:9][CH:8]=1, predict the reaction product. The product is: [Br:6][C:7]1[CH:8]=[CH:9][C:10]2[O:11][C:12]3[C:13](=[CH:17][CH:18]=[C:19]([CH3:21])[CH:20]=3)[C:14](=[O:16])[C:22]=2[CH:23]=1. (4) The product is: [N+:17]([C:16]1[C:11]([C:4]2[CH:5]=[CH:6][N:1]=[CH:2][CH:3]=2)=[N:12][CH:13]=[CH:14][C:15]=1[NH2:20])([O-:19])=[O:18]. Given the reactants [N:1]1[CH:6]=[CH:5][C:4](B(O)O)=[CH:3][CH:2]=1.Cl[C:11]1[C:16]([N+:17]([O-:19])=[O:18])=[C:15]([NH2:20])[CH:14]=[CH:13][N:12]=1.C([O-])([O-])=O.[Na+].[Na+].CCOC(C)=O, predict the reaction product. (5) Given the reactants [C:1]([O:4][C:5](=[O:7])[CH3:6])(=O)[CH3:2].C1(C)C=CC(S(O)(=O)=O)=CC=1.[CH2:19]=[CH:20][CH2:21]/[CH:22]=[CH:23]\[CH2:24]/[CH:25]=[CH:26]\[CH2:27][CH2:28][CH2:29][CH2:30][CH2:31][CH2:32][CH2:33][C:34]1C=C(O)[CH:37]=[CH:36][CH:35]=1, predict the reaction product. The product is: [C:5]([O:4][C:1]1[CH:19]=[CH:20][CH:21]=[C:22]([CH2:23][CH2:24][CH2:25][CH2:26][CH2:27][CH2:28][CH2:29][CH:30]=[CH:31][CH2:32][CH:33]=[CH:34][CH2:35][CH:36]=[CH2:37])[CH:2]=1)(=[O:7])[CH3:6].